Dataset: Full USPTO retrosynthesis dataset with 1.9M reactions from patents (1976-2016). Task: Predict the reactants needed to synthesize the given product. (1) Given the product [Br:32][C:33]1[CH:34]=[C:35]([CH:49]=[C:50]([CH3:52])[CH:51]=1)[C:36]([C:38]1[N:43]([CH2:8][C:6]2[CH:5]=[C:4]([NH:10][CH2:11][C:12]3[CH:17]=[CH:16][C:15]([O:18][CH3:19])=[CH:14][CH:13]=3)[N:3]=[C:2]([F:1])[CH:7]=2)[C:42](=[O:44])[NH:41][C:40](=[O:45])[C:39]=1[CH:46]([CH3:47])[CH3:48])=[O:37], predict the reactants needed to synthesize it. The reactants are: [F:1][C:2]1[CH:7]=[C:6]([CH2:8]O)[CH:5]=[C:4]([NH:10][CH2:11][C:12]2[CH:17]=[CH:16][C:15]([O:18][CH3:19])=[CH:14][CH:13]=2)[N:3]=1.C(N(CC)CC)C.CS(Cl)(=O)=O.[Br:32][C:33]1[CH:34]=[C:35]([CH:49]=[C:50]([CH3:52])[CH:51]=1)[C:36]([C:38]1[NH:43][C:42](=[O:44])[NH:41][C:40](=[O:45])[C:39]=1[CH:46]([CH3:48])[CH3:47])=[O:37].C(=O)([O-])[O-].[K+].[K+].[I-].[Li+]. (2) The reactants are: [Cl:1][C:2]1[CH:7]=[CH:6][C:5]([C:8]2([O:26][C@H:25]([CH2:27][O:28]C(=O)C)[C@@H:20]([O:21]C(=O)C)[C@H:15]([O:16]C(=O)C)[C@H:10]2[O:11]C(=O)C)[OH:9])=[CH:4][C:3]=1[CH2:32]Br.[F:34][C:35]1[CH:36]=[C:37](B(O)O)[CH:38]=[C:39]([F:43])[C:40]=1[O:41][CH3:42].C(=O)([O-])[O-].[K+].[K+]. Given the product [Cl:1][C:2]1[CH:7]=[CH:6][C:5]([C@:8]2([O:26][C@H:25]([CH2:27][OH:28])[C@@H:20]([OH:21])[C@H:15]([OH:16])[C@H:10]2[OH:11])[OH:9])=[CH:4][C:3]=1[CH2:32][C:37]1[CH:36]=[C:35]([F:34])[C:40]([O:41][CH3:42])=[C:39]([F:43])[CH:38]=1, predict the reactants needed to synthesize it. (3) Given the product [N:1]1([C:6]2[CH:7]=[CH:8][C:9]([CH2:10][C:11]3[C:12]([OH:37])=[N:13][C:14]4[C:19]([C:20]=3[Cl:21])=[CH:18][C:17]([C:22]([C:30]3[CH:35]=[CH:34][C:33]([Cl:36])=[CH:32][CH:31]=3)([OH:23])[C:24]3[N:28]([CH3:29])[CH:27]=[N:26][CH:25]=3)=[CH:16][CH:15]=4)=[CH:39][CH:40]=2)[CH:5]=[CH:4][CH:3]=[N:2]1, predict the reactants needed to synthesize it. The reactants are: [N:1]1([C:6]2[CH:40]=[CH:39][C:9]([CH2:10][C:11]3[C:12]([O:37]C)=[N:13][C:14]4[C:19]([C:20]=3[Cl:21])=[CH:18][C:17]([C:22]([C:30]3[CH:35]=[CH:34][C:33]([Cl:36])=[CH:32][CH:31]=3)([C:24]3[N:28]([CH3:29])[CH:27]=[N:26][CH:25]=3)[OH:23])=[CH:16][CH:15]=4)=[CH:8][CH:7]=2)[CH:5]=[CH:4][CH:3]=[N:2]1.Cl.[OH-].[Na+].